This data is from Forward reaction prediction with 1.9M reactions from USPTO patents (1976-2016). The task is: Predict the product of the given reaction. (1) Given the reactants Cl.CO[C:4](=[O:11])[C@@H:5]([CH2:7][CH:8]([CH3:10])[CH3:9])[NH2:6].[F:12][C:13]1[CH:20]=[CH:19][C:16]([CH:17]=O)=[CH:15][CH:14]=1.C(OC([NH:28][C@H:29]([CH:33]1[CH2:41][C:40]2[C:35](=[CH:36][CH:37]=[CH:38][CH:39]=2)[CH2:34]1)[C:30]([OH:32])=O)=O)(C)(C)C.[CH:42]([N+:45]#[C-:46])([CH3:44])[CH3:43].C[OH:48], predict the reaction product. The product is: [F:12][C:13]1[CH:20]=[CH:19][C:16]([C@@H:17]([N:6]2[C@H:5]([CH2:7][CH:8]([CH3:9])[CH3:10])[C:4](=[O:11])[NH:28][C@H:29]([CH:33]3[CH2:34][C:35]4[C:40](=[CH:39][CH:38]=[CH:37][CH:36]=4)[CH2:41]3)[C:30]2=[O:32])[C:46]([NH:45][CH:42]([CH3:44])[CH3:43])=[O:48])=[CH:15][CH:14]=1. (2) The product is: [Cl:12][C:8]1[C:9]([CH3:11])=[C:10]([NH:23][C:20]2[CH:19]=[CH:18][C:17]([O:16][CH2:15][CH3:14])=[CH:22][CH:21]=2)[C:5]2[N:6]([CH:13]=[CH:3][N:4]=2)[N:7]=1. Given the reactants Cl.Br[C:3]1[N:4]=[C:5]2[CH:10]=[C:9]([CH3:11])[C:8]([Cl:12])=[N:7][N:6]2[CH:13]=1.[CH3:14][CH2:15][O:16][C:17]1[CH:18]=[CH:19][C:20]([NH2:23])=[CH:21][CH:22]=1.CC([O-])(C)C.[K+], predict the reaction product. (3) Given the reactants [C:1]([C:3]1[CH:4]=[C:5]([CH:9]2[CH2:14][CH2:13][N:12](C(OC(C)(C)C)=O)[CH2:11][CH2:10]2)[CH:6]=[CH:7][CH:8]=1)#[N:2], predict the reaction product. The product is: [NH:12]1[CH2:13][CH2:14][CH:9]([C:5]2[CH:4]=[C:3]([CH:8]=[CH:7][CH:6]=2)[C:1]#[N:2])[CH2:10][CH2:11]1. (4) Given the reactants ClN1C(=[O:7])CCC1=O.[N:9]1C=C[CH:12]=[CH:11][CH:10]=1.[CH2:15]([NH:18][C:19](=[O:25])[O:20][C:21]([CH3:24])([CH3:23])[CH3:22])[C:16]#[CH:17].CCN(C(C)C)C(C)C, predict the reaction product. The product is: [CH2:11]([C:10]1[CH:17]=[C:16]([CH2:15][NH:18][C:19](=[O:25])[O:20][C:21]([CH3:22])([CH3:24])[CH3:23])[O:7][N:9]=1)[CH3:12]. (5) Given the reactants [CH3:1][O:2][C:3]1[CH:4]=[C:5]2[C:10](=[CH:11][C:12]=1[O:13][CH3:14])[N:9]=[CH:8][CH:7]=[C:6]2[O:15][C:16]1[CH:22]=[CH:21][C:19]([NH2:20])=[C:18]([CH3:23])[C:17]=1[CH3:24].Cl[C:26](Cl)([O:28][C:29](=[O:35])OC(Cl)(Cl)Cl)Cl.[CH:37]1(O)[CH2:42][CH2:41]C[CH2:39][CH2:38]1.C(=O)(O)[O-].[Na+], predict the reaction product. The product is: [CH3:1][O:2][C:3]1[CH:4]=[C:5]2[C:10](=[CH:11][C:12]=1[O:13][CH3:14])[N:9]=[CH:8][CH:7]=[C:6]2[O:15][C:16]1[CH:22]=[CH:21][C:19]([NH:20][C:29](=[O:35])[O:28][CH:26]2[CH2:41][CH2:42][CH2:37][CH2:38][CH2:39]2)=[C:18]([CH3:23])[C:17]=1[CH3:24]. (6) Given the reactants [NH2:1][C:2]1[N:11]=[C:10]([C:12]([N:14]2[CH2:22][C:21]3[C:16](=[CH:17][CH:18]=[CH:19][CH:20]=3)[CH2:15]2)=[O:13])[C:9]2[C:4](=[CH:5][CH:6]=[C:7]([C:23]3[CH:30]=[CH:29][CH:28]=[CH:27][C:24]=3[CH:25]=O)[CH:8]=2)[N:3]=1.[NH:31]1[CH2:35][CH2:34][CH2:33][CH:32]1[CH2:36][OH:37].C(O)(=O)C.C(O[BH-](OC(=O)C)OC(=O)C)(=O)C.[Na+], predict the reaction product. The product is: [NH2:1][C:2]1[N:11]=[C:10]([C:12]([N:14]2[CH2:15][C:16]3[C:21](=[CH:20][CH:19]=[CH:18][CH:17]=3)[CH2:22]2)=[O:13])[C:9]2[C:4](=[CH:5][CH:6]=[C:7]([C:23]3[CH:30]=[CH:29][CH:28]=[CH:27][C:24]=3[CH2:25][N:31]3[CH2:35][CH2:34][CH2:33][CH:32]3[CH2:36][OH:37])[CH:8]=2)[N:3]=1. (7) Given the reactants [Cl:1][C:2]1[CH:3]=[C:4]([CH:27]=[CH:28][C:29]=1[F:30])[NH:5][C:6]1[C:15]2[C:10](=[CH:11][C:12]([O:22][CH2:23][CH2:24][CH2:25]Cl)=[CH:13][C:14]=2[O:16][CH:17]2[CH2:21][CH2:20][O:19][CH2:18]2)[N:9]=[CH:8][N:7]=1.[CH3:31][N:32]1[CH2:37][CH2:36][NH:35][CH2:34][CH2:33]1, predict the reaction product. The product is: [Cl:1][C:2]1[CH:3]=[C:4]([CH:27]=[CH:28][C:29]=1[F:30])[NH:5][C:6]1[C:15]2[C:10](=[CH:11][C:12]([O:22][CH2:23][CH2:24][CH2:25][N:35]3[CH2:36][CH2:37][N:32]([CH3:31])[CH2:33][CH2:34]3)=[CH:13][C:14]=2[O:16][CH:17]2[CH2:21][CH2:20][O:19][CH2:18]2)[N:9]=[CH:8][N:7]=1.